Dataset: Forward reaction prediction with 1.9M reactions from USPTO patents (1976-2016). Task: Predict the product of the given reaction. (1) Given the reactants [CH3:1][O:2][C:3]1[CH:4]=[CH:5][C:6]([N+:19]([O-:21])=[O:20])=[C:7]([S:9][C:10]2[CH:11]=[C:12]([CH:16]=[CH:17][CH:18]=2)[C:13]([NH2:15])=O)[CH:8]=1.B.[ClH:23].[OH-].[K+], predict the reaction product. The product is: [ClH:23].[CH3:1][O:2][C:3]1[CH:4]=[CH:5][C:6]([N+:19]([O-:21])=[O:20])=[C:7]([S:9][C:10]2[CH:11]=[C:12]([CH2:13][NH2:15])[CH:16]=[CH:17][CH:18]=2)[CH:8]=1. (2) Given the reactants Br[C:2]1[CH:3]=[C:4]([NH:8][C:9](=[O:28])[C:10]2[CH:15]=[CH:14][N:13]=[C:12]([NH:16][C:17]3[CH:22]=[CH:21][C:20]([C:23]4([C:26]#[N:27])[CH2:25][CH2:24]4)=[CH:19][N:18]=3)[CH:11]=2)[CH:5]=[N:6][CH:7]=1.[F:29][C:30]1[CH:35]=[CH:34][CH:33]=[CH:32][C:31]=1B(O)O.C(=O)([O-])[O-].[Na+].[Na+], predict the reaction product. The product is: [C:26]([C:23]1([C:20]2[CH:21]=[CH:22][C:17]([NH:16][C:12]3[CH:11]=[C:10]([CH:15]=[CH:14][N:13]=3)[C:9]([NH:8][C:4]3[CH:5]=[N:6][CH:7]=[C:2]([C:31]4[CH:32]=[CH:33][CH:34]=[CH:35][C:30]=4[F:29])[CH:3]=3)=[O:28])=[N:18][CH:19]=2)[CH2:25][CH2:24]1)#[N:27]. (3) Given the reactants [CH2:1]([S:3]([N:6]1[CH2:11][CH2:10][CH:9]([C:12]2[C:20]3[C:15](=[C:16]([C:29]([NH2:31])=[O:30])[CH:17]=[C:18]([C:21]4[CH:26]=[CH:25][CH:24]=[C:23]([CH:27]=O)[CH:22]=4)[CH:19]=3)[NH:14][CH:13]=2)[CH2:8][CH2:7]1)(=[O:5])=[O:4])[CH3:2].[CH3:32][NH:33][CH3:34].C1COCC1.C(O[BH-](OC(=O)C)OC(=O)C)(=O)C.[Na+], predict the reaction product. The product is: [CH3:32][N:33]([CH2:27][C:23]1[CH:22]=[C:21]([C:18]2[CH:19]=[C:20]3[C:15](=[C:16]([C:29]([NH2:31])=[O:30])[CH:17]=2)[NH:14][CH:13]=[C:12]3[CH:9]2[CH2:10][CH2:11][N:6]([S:3]([CH2:1][CH3:2])(=[O:4])=[O:5])[CH2:7][CH2:8]2)[CH:26]=[CH:25][CH:24]=1)[CH3:34]. (4) Given the reactants C(N(C(=O)C1C=CC(O)=CC=1)C1[CH:9]=[C:8]([O:10][CH3:11])[CH:7]=[CH:6][C:5]=1[C@@H:12]1[CH2:21][CH2:20][C:19]2[CH:18]=[C:17]([O:22]C(=O)C(C)(C)C)[CH:16]=[CH:15][C:14]=2[CH2:13]1)C.Cl[CH2:39][C:40]([N:42]([CH2:44][CH3:45])[CH3:43])=O, predict the reaction product. The product is: [CH2:44]([N:42]([CH2:40][C:39]1[CH:19]=[CH:18][C:17]([O:22][CH2:39][CH2:40][N:42]([CH2:44][CH3:45])[CH3:43])=[CH:16][CH:15]=1)[C:43]1[CH:9]=[C:8]([O:10][CH3:11])[CH:7]=[CH:6][C:5]=1[C@@H:12]1[CH2:21][CH2:20][C:19]2[CH:18]=[C:17]([OH:22])[CH:16]=[CH:15][C:14]=2[CH2:13]1)[CH3:45]. (5) Given the reactants [CH:1]1([N:4]2[C:13]3[C:8](=[CH:9][C:10]([F:37])=[C:11]([N:16]4[CH2:21][CH2:20][CH:19]([NH:22][C:23](=[O:34])[C@H:24]([CH3:33])[NH:25]C(OC(C)(C)C)=O)[C:18]([CH3:36])([CH3:35])[CH2:17]4)[C:12]=3[O:14][CH3:15])[C:7](=[O:38])[C:6]([C:39]([OH:41])=[O:40])=[CH:5]2)[CH2:3][CH2:2]1.[ClH:42], predict the reaction product. The product is: [ClH:42].[CH:1]1([N:4]2[C:13]3[C:8](=[CH:9][C:10]([F:37])=[C:11]([N:16]4[CH2:21][CH2:20][CH:19]([NH:22][C:23](=[O:34])[C@H:24]([CH3:33])[NH2:25])[C:18]([CH3:36])([CH3:35])[CH2:17]4)[C:12]=3[O:14][CH3:15])[C:7](=[O:38])[C:6]([C:39]([OH:41])=[O:40])=[CH:5]2)[CH2:3][CH2:2]1. (6) Given the reactants [CH3:1]OS(OC)(=O)=O.[CH3:8][O:9][C:10]1[C:15]([C:16]([OH:18])=[O:17])=[CH:14][N:13]=[C:12]([O:19][CH3:20])[CH:11]=1.C([O-])([O-])=O.[K+].[K+], predict the reaction product. The product is: [CH3:8][O:9][C:10]1[C:15]([C:16]([O:18][CH3:1])=[O:17])=[CH:14][N:13]=[C:12]([O:19][CH3:20])[CH:11]=1. (7) The product is: [OH:4][C:5]1[CH:6]=[CH:7][C:8]([C:11]2[C:15]([NH:16][C:17](=[O:18])[O:19][CH:20]([C:22]3[CH:27]=[CH:26][CH:25]=[CH:24][C:23]=3[Cl:28])[CH3:21])=[CH:14][O:13][N:12]=2)=[CH:9][CH:10]=1. Given the reactants C([O:4][C:5]1[CH:10]=[CH:9][C:8]([C:11]2[C:15]([NH:16][C:17]([O:19][CH:20]([C:22]3[CH:27]=[CH:26][CH:25]=[CH:24][C:23]=3[Cl:28])[CH3:21])=[O:18])=[CH:14][O:13][N:12]=2)=[CH:7][CH:6]=1)(=O)C.[OH-].[Na+], predict the reaction product.